From a dataset of Full USPTO retrosynthesis dataset with 1.9M reactions from patents (1976-2016). Predict the reactants needed to synthesize the given product. (1) Given the product [CH3:23][C:18]1([CH3:24])[C:19]([CH3:22])([CH3:21])[O:20][B:16]([C:2]2[CH:7]=[CH:6][C:5]([C:8]3([CH2:14][OH:15])[CH2:13][CH2:12][O:11][CH2:10][CH2:9]3)=[CH:4][CH:3]=2)[O:17]1, predict the reactants needed to synthesize it. The reactants are: Br[C:2]1[CH:7]=[CH:6][C:5]([C:8]2([CH2:14][OH:15])[CH2:13][CH2:12][O:11][CH2:10][CH2:9]2)=[CH:4][CH:3]=1.[B:16]1([B:16]2[O:20][C:19]([CH3:22])([CH3:21])[C:18]([CH3:24])([CH3:23])[O:17]2)[O:20][C:19]([CH3:22])([CH3:21])[C:18]([CH3:24])([CH3:23])[O:17]1.C([O-])(=O)C.[K+].C(Cl)Cl. (2) Given the product [Br:1][C:2]1[CH:3]=[C:4]([CH:8]=[C:9]([S:12]([N:15]2[CH2:20][CH2:19][O:18][CH2:17][CH2:16]2)(=[O:14])=[O:13])[C:10]=1[NH:15][CH2:16][CH2:17][O:18][CH3:19])[C:5]([OH:7])=[O:6], predict the reactants needed to synthesize it. The reactants are: [Br:1][C:2]1[CH:3]=[C:4]([CH:8]=[C:9]([S:12]([N:15]2[CH2:20][CH2:19][O:18][CH2:17][CH2:16]2)(=[O:14])=[O:13])[C:10]=1F)[C:5]([OH:7])=[O:6]. (3) Given the product [CH3:22][NH:23][C:24]1[S:25][CH:15]([C:16]2[CH:21]=[CH:20][CH:19]=[CH:18][CH:17]=2)[C:12]([C:9]2[CH:10]=[CH:11][C:5]3[O:4][CH2:3][C:2](=[O:1])[NH:7][C:6]=3[CH:8]=2)=[CH:13][N:26]=1, predict the reactants needed to synthesize it. The reactants are: [O:1]=[C:2]1[NH:7][C:6]2[CH:8]=[C:9](/[C:12](=[CH:15]\[C:16]3[CH:21]=[CH:20][CH:19]=[CH:18][CH:17]=3)/[CH:13]=O)[CH:10]=[CH:11][C:5]=2[O:4][CH2:3]1.[CH3:22][NH:23][C:24]([NH2:26])=[S:25].Cl.C([O-])(O)=O.[Na+]. (4) Given the product [N+:1]([C:4]1[CH:5]=[CH:6][C:7]([N:10]2[CH2:15][CH2:14][N:13]([CH:18]3[CH2:19][O:16][CH2:17]3)[CH2:12][CH2:11]2)=[CH:8][CH:9]=1)([O-:3])=[O:2], predict the reactants needed to synthesize it. The reactants are: [N+:1]([C:4]1[CH:9]=[CH:8][C:7]([N:10]2[CH2:15][CH2:14][NH:13][CH2:12][CH2:11]2)=[CH:6][CH:5]=1)([O-:3])=[O:2].[O:16]1[CH2:19][C:18](=O)[CH2:17]1.[BH3-]C#N.[Na+]. (5) Given the product [C:13]([NH:1][C:2]1[CH:3]=[C:4]([CH2:8][C:9]([O:11][CH3:12])=[O:10])[CH:5]=[CH:6][CH:7]=1)(=[O:15])[CH3:14], predict the reactants needed to synthesize it. The reactants are: [NH2:1][C:2]1[CH:3]=[C:4]([CH2:8][C:9]([O:11][CH3:12])=[O:10])[CH:5]=[CH:6][CH:7]=1.[C:13](OC(=O)C)(=[O:15])[CH3:14].